Dataset: TCR-epitope binding with 47,182 pairs between 192 epitopes and 23,139 TCRs. Task: Binary Classification. Given a T-cell receptor sequence (or CDR3 region) and an epitope sequence, predict whether binding occurs between them. (1) The epitope is PROT_97E67BCC. The TCR CDR3 sequence is CASSEAAGGYGEQFF. Result: 1 (the TCR binds to the epitope). (2) The TCR CDR3 sequence is CASSTSGRSLGEQYF. The epitope is FVDGVPFVV. Result: 0 (the TCR does not bind to the epitope). (3) The epitope is KLGGALQAK. The TCR CDR3 sequence is CASSQDIVASSGTDTQYF. Result: 1 (the TCR binds to the epitope).